The task is: Predict the reaction yield, written as a fraction of the theoretical maximum amount of product (1.0 means a 100% yield; for example, 0.34 means a 34% yield).. This data is from Reaction yield outcomes from USPTO patents with 853,638 reactions. (1) The reactants are [CH3:1][N:2]1[CH:6]=[C:5]([C:7]2[S:11][C:10](N)=[N:9][N:8]=2)[CH:4]=[N:3]1.CC(O)=O.N([O-])=O.[Na+].[ClH:21]. The catalyst is O. The product is [Cl:21][C:10]1[S:11][C:7]([C:5]2[CH:4]=[N:3][N:2]([CH3:1])[CH:6]=2)=[N:8][N:9]=1. The yield is 0.299. (2) The reactants are [CH:1]1([CH:5]=O)[CH2:4][CH2:3][CH2:2]1.[O:7]=[C:8]([CH:10](P(=O)(OCC)OCC)[CH2:11][CH2:12][CH2:13][CH2:14][CH3:15])[CH3:9]. No catalyst specified. The product is [CH:1]1(/[CH:5]=[C:10](\[CH2:11][CH2:12][CH2:13][CH2:14][CH3:15])/[C:8](=[O:7])[CH3:9])[CH2:2][CH2:3][CH2:4]1. The yield is 0.500. (3) The reactants are [NH2:1][C:2]1[CH:9]=[CH:8][CH:7]=[C:6]([C:10]#[C:11][C:12]([CH3:15])([CH3:14])[CH3:13])[C:3]=1[C:4]#[N:5]. The catalyst is CCOC(C)=O.CCO.[Pd]. The product is [NH2:1][C:2]1[CH:9]=[CH:8][CH:7]=[C:6]([CH2:10][CH2:11][C:12]([CH3:15])([CH3:14])[CH3:13])[C:3]=1[C:4]#[N:5]. The yield is 0.880. (4) The reactants are C1(C)C=CC(S([O-])(=O)=O)=CC=1.[NH+]1C=CC=CC=1.[CH3:18][C:19]([O:22][C:23]([N:25]([C:43]([O:45][C:46]([CH3:49])([CH3:48])[CH3:47])=[O:44])[C:26]1[N:27](C(OC(C)(C)C)=O)[CH:28]=[C:29]([CH:31](OC)[O:32]C)[N:30]=1)=[O:24])([CH3:21])[CH3:20].O. The catalyst is CC(C)=O. The product is [CH:31]([C:29]1[N:30]=[C:26]([N:25]([C:43]([O:45][C:46]([CH3:49])([CH3:48])[CH3:47])=[O:44])[C:23]([O:22][C:19]([CH3:20])([CH3:21])[CH3:18])=[O:24])[NH:27][CH:28]=1)=[O:32]. The yield is 0.660. (5) The reactants are [C:1]([O:4][C:5]1[CH:22]=[CH:21][C:20]2[C@@H:19]3[C@H:10]([C@H:11]4[C@@:15]([CH2:17][CH2:18]3)([CH3:16])[C:14](=[O:23])[CH2:13][CH2:12]4)[CH2:9][CH2:8][C:7]=2[CH:6]=1)(=[O:3])[CH3:2].N1C=CC=CC=1.[F:30][C:31]([F:44])([F:43])[S:32](O[S:32]([C:31]([F:44])([F:43])[F:30])(=[O:34])=[O:33])(=[O:34])=[O:33].O. The catalyst is C1(C)C=CC=CC=1. The product is [F:30][C:31]([F:44])([F:43])[S:32]([O:23][C:14]1[C@:15]2([CH2:17][CH2:18][C@H:19]3[C@@H:10]([CH2:9][CH2:8][C:7]4[CH:6]=[C:5]([O:4][C:1](=[O:3])[CH3:2])[CH:22]=[CH:21][C:20]=43)[C@@H:11]2[CH2:12][CH:13]=1)[CH3:16])(=[O:34])=[O:33]. The yield is 0.970. (6) The reactants are [C:1]([C:3]1[N:7]=[C:6]([N:8]2[CH2:12][CH2:11][CH2:10][CH2:9]2)[N:5]([CH2:13][C:14]2[CH:19]=[CH:18][C:17]([O:20][CH3:21])=[CH:16][CH:15]=2)[N:4]=1)#[CH:2].Cl[C:23]1[CH:32]=[N:31][C:30]2[C:25](=[CH:26][C:27]([Cl:33])=[CH:28][CH:29]=2)[N:24]=1.C(N(CC)CC)C. The catalyst is O1CCCC1.[Cu]I.Cl[Pd](Cl)([P](C1C=CC=CC=1)(C1C=CC=CC=1)C1C=CC=CC=1)[P](C1C=CC=CC=1)(C1C=CC=CC=1)C1C=CC=CC=1.C1(P(C2C=CC=CC=2)C2C=CC=CC=2)C=CC=CC=1. The product is [Cl:33][C:27]1[CH:26]=[C:25]2[C:30]([N:31]=[CH:32][C:23]([C:2]#[C:1][C:3]3[N:7]=[C:6]([N:8]4[CH2:12][CH2:11][CH2:10][CH2:9]4)[N:5]([CH2:13][C:14]4[CH:15]=[CH:16][C:17]([O:20][CH3:21])=[CH:18][CH:19]=4)[N:4]=3)=[N:24]2)=[CH:29][CH:28]=1. The yield is 0.491. (7) The reactants are Cl[C:2]1[CH:7]=[C:6]([O:8][C:9]2[CH:14]=[CH:13][C:12]([NH:15]C(=O)CC(NC3C=CC(F)=CC=3)=O)=[CH:11][C:10]=2[F:29])[CH:5]=[CH:4][N:3]=1.CC(C)([O-])C.[K+].ClC1C=CN=C([C:43]([NH2:45])=[O:44])C=1. The catalyst is CN(C=O)C. The product is [NH2:15][C:12]1[CH:13]=[CH:14][C:9]([O:8][C:6]2[CH:5]=[CH:4][N:3]=[C:2]([C:43]([NH2:45])=[O:44])[CH:7]=2)=[C:10]([F:29])[CH:11]=1. The yield is 0.820. (8) The reactants are [C:1]([O:5][C:6]([CH:8]1[CH2:13][CH2:12][N:11]([C:14]2[C:24]([C:25]#[N:26])=[CH:23][C:17]([C:18]([O:20]CC)=[O:19])=[C:16]([CH3:27])[N:15]=2)[CH2:10][CH2:9]1)=[O:7])([CH3:4])([CH3:3])[CH3:2].[Li+].[OH-].Cl. The catalyst is C1COCC1. The product is [C:1]([O:5][C:6]([CH:8]1[CH2:13][CH2:12][N:11]([C:14]2[C:24]([C:25]#[N:26])=[CH:23][C:17]([C:18]([OH:20])=[O:19])=[C:16]([CH3:27])[N:15]=2)[CH2:10][CH2:9]1)=[O:7])([CH3:4])([CH3:3])[CH3:2]. The yield is 0.200. (9) The reactants are CC(OI1(OC(C)=O)(OC(C)=O)OC(=O)C2C=CC=CC1=2)=O.N1C=CC=CC=1.[OH:29][CH2:30][CH2:31][O:32][CH2:33][CH2:34][O:35][CH2:36][CH2:37][C:38]([O:40][C:41]([CH3:44])([CH3:43])[CH3:42])=[O:39].[O-]S([O-])(=S)=O.[Na+].[Na+].C([O-])(O)=O.[Na+]. The catalyst is C(Cl)Cl. The product is [O:29]=[CH:30][CH2:31][O:32][CH2:33][CH2:34][O:35][CH2:36][CH2:37][C:38]([O:40][C:41]([CH3:44])([CH3:43])[CH3:42])=[O:39]. The yield is 0.900. (10) The reactants are [CH:1]1([CH:7]([O:35][CH3:36])[C:8]2[CH:30]=[CH:29][C:28]([C:31]([F:34])([F:33])[F:32])=[CH:27][C:9]=2[CH2:10][NH:11][CH2:12][C:13]2[CH:18]=[C:17]([C:19]([F:22])([F:21])[F:20])[CH:16]=[C:15]([C:23]([F:26])([F:25])[F:24])[CH:14]=2)[CH2:6][CH2:5][CH2:4][CH2:3][CH2:2]1.[N:37]#[C:38]Br.C(#N)C. The catalyst is CO. The product is [CH:1]1([CH:7]([O:35][CH3:36])[C:8]2[CH:30]=[CH:29][C:28]([C:31]([F:32])([F:33])[F:34])=[CH:27][C:9]=2[CH2:10][N:11]([CH2:12][C:13]2[CH:14]=[C:15]([C:23]([F:26])([F:25])[F:24])[CH:16]=[C:17]([C:19]([F:20])([F:21])[F:22])[CH:18]=2)[C:38]#[N:37])[CH2:6][CH2:5][CH2:4][CH2:3][CH2:2]1. The yield is 0.920.